From a dataset of Catalyst prediction with 721,799 reactions and 888 catalyst types from USPTO. Predict which catalyst facilitates the given reaction. (1) Reactant: N1C=CN=C1.[C:6]([Si:10]([CH3:13])([CH3:12])Cl)([CH3:9])([CH3:8])[CH3:7].[F:14][C:15]1[CH:16]=[CH:17][C:18]([O:25][CH3:26])=[C:19]([C@@H:21]([CH3:24])[CH2:22][OH:23])[CH:20]=1. Product: [C:6]([Si:10]([O:23][CH2:22][C@@H:21]([C:19]1[CH:20]=[C:15]([F:14])[CH:16]=[CH:17][C:18]=1[O:25][CH3:26])[CH3:24])([CH3:13])[CH3:12])([CH3:9])([CH3:8])[CH3:7]. The catalyst class is: 91. (2) Reactant: [CH3:1][O:2][C:3]1[CH:4]=[C:5]([NH:22][C:23]2[CH:28]=[C:27]([O:29][C:30]3[C:39]4[C:34](=[CH:35][CH:36]=[CH:37][CH:38]=4)[C:33]([NH:40]C(=O)OC(C)(C)C)=[CH:32][CH:31]=3)[CH:26]=[CH:25][N:24]=2)[CH:6]=[C:7]([C:9](=[O:21])[NH:10][CH2:11][CH2:12][O:13][CH2:14][CH2:15][O:16][CH2:17][CH2:18][O:19][CH3:20])[CH:8]=1.C(O)(C(F)(F)F)=O.C([O-])(O)=O.[Na+]. Product: [NH2:40][C:33]1[C:34]2[C:39](=[CH:38][CH:37]=[CH:36][CH:35]=2)[C:30]([O:29][C:27]2[CH:26]=[CH:25][N:24]=[C:23]([NH:22][C:5]3[CH:6]=[C:7]([CH:8]=[C:3]([O:2][CH3:1])[CH:4]=3)[C:9]([NH:10][CH2:11][CH2:12][O:13][CH2:14][CH2:15][O:16][CH2:17][CH2:18][O:19][CH3:20])=[O:21])[CH:28]=2)=[CH:31][CH:32]=1. The catalyst class is: 34.